This data is from NCI-60 drug combinations with 297,098 pairs across 59 cell lines. The task is: Regression. Given two drug SMILES strings and cell line genomic features, predict the synergy score measuring deviation from expected non-interaction effect. (1) Drug 1: CC(C1=C(C=CC(=C1Cl)F)Cl)OC2=C(N=CC(=C2)C3=CN(N=C3)C4CCNCC4)N. Drug 2: C1CC(=O)NC(=O)C1N2CC3=C(C2=O)C=CC=C3N. Cell line: HOP-62. Synergy scores: CSS=0.342, Synergy_ZIP=-0.597, Synergy_Bliss=-2.29, Synergy_Loewe=-0.981, Synergy_HSA=-3.55. (2) Drug 2: C1=CN(C=N1)CC(O)(P(=O)(O)O)P(=O)(O)O. Cell line: K-562. Drug 1: CC(CN1CC(=O)NC(=O)C1)N2CC(=O)NC(=O)C2. Synergy scores: CSS=19.1, Synergy_ZIP=-6.69, Synergy_Bliss=-5.34, Synergy_Loewe=-5.11, Synergy_HSA=-5.22. (3) Drug 1: CS(=O)(=O)OCCCCOS(=O)(=O)C. Drug 2: CC(C)CN1C=NC2=C1C3=CC=CC=C3N=C2N. Cell line: MDA-MB-231. Synergy scores: CSS=5.18, Synergy_ZIP=2.15, Synergy_Bliss=2.47, Synergy_Loewe=2.08, Synergy_HSA=1.12. (4) Drug 1: CC1=C(C=C(C=C1)NC(=O)C2=CC=C(C=C2)CN3CCN(CC3)C)NC4=NC=CC(=N4)C5=CN=CC=C5. Drug 2: C1CNP(=O)(OC1)N(CCCl)CCCl. Cell line: HCT116. Synergy scores: CSS=2.94, Synergy_ZIP=6.54, Synergy_Bliss=6.90, Synergy_Loewe=3.44, Synergy_HSA=0.0622. (5) Drug 1: CC1C(C(=O)NC(C(=O)N2CCCC2C(=O)N(CC(=O)N(C(C(=O)O1)C(C)C)C)C)C(C)C)NC(=O)C3=C4C(=C(C=C3)C)OC5=C(C(=O)C(=C(C5=N4)C(=O)NC6C(OC(=O)C(N(C(=O)CN(C(=O)C7CCCN7C(=O)C(NC6=O)C(C)C)C)C)C(C)C)C)N)C. Drug 2: C1CC(C1)(C(=O)O)C(=O)O.[NH2-].[NH2-].[Pt+2]. Cell line: T-47D. Synergy scores: CSS=15.7, Synergy_ZIP=-5.30, Synergy_Bliss=-1.72, Synergy_Loewe=4.66, Synergy_HSA=4.95. (6) Drug 1: C1=CC(=CC=C1C#N)C(C2=CC=C(C=C2)C#N)N3C=NC=N3. Drug 2: CCCCC(=O)OCC(=O)C1(CC(C2=C(C1)C(=C3C(=C2O)C(=O)C4=C(C3=O)C=CC=C4OC)O)OC5CC(C(C(O5)C)O)NC(=O)C(F)(F)F)O. Cell line: MDA-MB-231. Synergy scores: CSS=27.7, Synergy_ZIP=0.947, Synergy_Bliss=0.634, Synergy_Loewe=-3.19, Synergy_HSA=-1.59. (7) Drug 1: CC12CCC3C(C1CCC2=O)CC(=C)C4=CC(=O)C=CC34C. Drug 2: CC(C1=C(C=CC(=C1Cl)F)Cl)OC2=C(N=CC(=C2)C3=CN(N=C3)C4CCNCC4)N. Cell line: UO-31. Synergy scores: CSS=25.5, Synergy_ZIP=-7.01, Synergy_Bliss=-4.23, Synergy_Loewe=-3.71, Synergy_HSA=-3.66. (8) Drug 1: CC1C(C(CC(O1)OC2CC(CC3=C2C(=C4C(=C3O)C(=O)C5=C(C4=O)C(=CC=C5)OC)O)(C(=O)C)O)N)O.Cl. Drug 2: C1CNP(=O)(OC1)N(CCCl)CCCl. Cell line: HOP-62. Synergy scores: CSS=26.8, Synergy_ZIP=-6.78, Synergy_Bliss=-0.102, Synergy_Loewe=-21.3, Synergy_HSA=-2.73. (9) Drug 1: CCN(CC)CCNC(=O)C1=C(NC(=C1C)C=C2C3=C(C=CC(=C3)F)NC2=O)C. Drug 2: C1CNP(=O)(OC1)N(CCCl)CCCl. Cell line: COLO 205. Synergy scores: CSS=9.03, Synergy_ZIP=-0.678, Synergy_Bliss=-5.11, Synergy_Loewe=7.43, Synergy_HSA=-7.39.